From a dataset of Full USPTO retrosynthesis dataset with 1.9M reactions from patents (1976-2016). Predict the reactants needed to synthesize the given product. (1) The reactants are: [C:1]([O:5][CH:6]([C:12]1[C:21]([CH3:22])=[C:20]([CH:23]=O)[C:19]2[C:14](=[CH:15][CH:16]=[CH:17][CH:18]=2)[C:13]=1[C:25]1[CH:30]=[CH:29][C:28]([Cl:31])=[CH:27][CH:26]=1)[C:7]([O:9]CC)=[O:8])([CH3:4])([CH3:3])[CH3:2].[BH-](OC(C)=O)(OC(C)=O)OC(C)=O.[Na+].CC(O)=O.[CH3:50][NH:51][CH3:52].CO. Given the product [C:1]([O:5][CH:6]([C:12]1[C:21]([CH3:22])=[C:20]([CH2:23][N:51]([CH3:52])[CH3:50])[C:19]2[C:14](=[CH:15][CH:16]=[CH:17][CH:18]=2)[C:13]=1[C:25]1[CH:30]=[CH:29][C:28]([Cl:31])=[CH:27][CH:26]=1)[C:7]([OH:9])=[O:8])([CH3:4])([CH3:3])[CH3:2], predict the reactants needed to synthesize it. (2) Given the product [CH3:13][C:14]1[CH:45]=[CH:44][CH:43]=[CH:42][C:15]=1[CH2:16][NH:17][C:18]([C@@H:20]1[C:24]([CH3:26])([CH3:25])[S:23][CH2:22][N:21]1[C:27](=[O:41])[C@@H:28]([OH:40])[C@@H:29]([NH:39][C:50](=[O:51])[C:49]1[CH:53]=[CH:54][CH:55]=[C:47]([NH2:46])[C:48]=1[CH3:56])[CH2:30][C:31]1[CH:32]=[CH:33][C:34]([O:37][CH3:38])=[CH:35][CH:36]=1)=[O:19], predict the reactants needed to synthesize it. The reactants are: CCN=C=NCCCN(C)C.Cl.[CH3:13][C:14]1[CH:45]=[CH:44][CH:43]=[CH:42][C:15]=1[CH2:16][NH:17][C:18]([C@@H:20]1[C:24]([CH3:26])([CH3:25])[S:23][CH2:22][N:21]1[C:27](=[O:41])[C@@H:28]([OH:40])[C@@H:29]([NH2:39])[CH2:30][C:31]1[CH:36]=[CH:35][C:34]([O:37][CH3:38])=[CH:33][CH:32]=1)=[O:19].[NH2:46][C:47]1[C:48]([CH3:56])=[C:49]([CH:53]=[CH:54][CH:55]=1)[C:50](O)=[O:51].C1C=CC2N(O)N=NC=2C=1. (3) Given the product [CH2:13]([N:14]1[CH2:15][CH2:16][CH2:17][C:1]([C:3]2[CH2:8][CH2:7][CH2:6][C:5](=[O:9])[CH:4]=2)=[CH:2]1)[CH2:12][CH3:11], predict the reactants needed to synthesize it. The reactants are: [C:1]([C:3]1[CH2:8][CH2:7][CH2:6][C:5](=[O:9])[CH:4]=1)#[CH:2].Cl[CH2:11][CH2:12][CH2:13][NH:14][CH2:15][CH2:16][CH3:17].C([O-])([O-])=O.[Cs+].[Cs+].